The task is: Predict the reactants needed to synthesize the given product.. This data is from Full USPTO retrosynthesis dataset with 1.9M reactions from patents (1976-2016). (1) Given the product [C:4]([O:3][C:1]([NH:12][C:13]1[S:14][CH:15]=[C:16]([C:18]([O:20][CH2:21][CH3:22])=[O:19])[N:17]=1)=[O:8])([CH3:5])([CH3:6])[CH3:7], predict the reactants needed to synthesize it. The reactants are: [C:1]([O:8]C([O-])=O)([O:3][C:4]([CH3:7])([CH3:6])[CH3:5])=O.[NH2:12][C:13]1[S:14][CH:15]=[C:16]([C:18]([O:20][CH2:21][CH3:22])=[O:19])[N:17]=1.C(N(CC)CC)C.O. (2) Given the product [C:15]([C:12]1[CH:13]=[CH:14][C:9]([C:8]([NH:7][CH2:6][C:5]2[CH:20]=[CH:21][C:2]([B:26]3[O:27][C:28]([CH3:30])([CH3:29])[C:24]([CH3:40])([CH3:23])[O:25]3)=[CH:3][C:4]=2[F:22])=[O:19])=[CH:10][CH:11]=1)([CH3:18])([CH3:17])[CH3:16], predict the reactants needed to synthesize it. The reactants are: Br[C:2]1[CH:21]=[CH:20][C:5]([CH2:6][NH:7][C:8](=[O:19])[C:9]2[CH:14]=[CH:13][C:12]([C:15]([CH3:18])([CH3:17])[CH3:16])=[CH:11][CH:10]=2)=[C:4]([F:22])[CH:3]=1.[CH3:23][C:24]1([CH3:40])[C:28]([CH3:30])([CH3:29])[O:27][B:26]([B:26]2[O:27][C:28]([CH3:30])([CH3:29])[C:24]([CH3:40])([CH3:23])[O:25]2)[O:25]1.C([O-])(=O)C.[K+].CN1C(=O)CCC1. (3) Given the product [CH2:35]([O:34][C:32](=[O:33])/[C:31](/[O:30][CH2:28][CH3:29])=[CH:56]/[C:19]1[C:20]2[CH:24]=[CH:23][S:22][C:21]=2[C:16]([O:15][CH2:14][CH2:13][C:3]2[N:4]=[C:5]([C:7]3[CH:8]=[CH:9][CH:10]=[CH:11][CH:12]=3)[O:6][C:2]=2[CH3:1])=[CH:17][CH:18]=1)[CH3:36], predict the reactants needed to synthesize it. The reactants are: [CH3:1][C:2]1[O:6][C:5]([C:7]2[CH:12]=[CH:11][CH:10]=[CH:9][CH:8]=2)=[N:4][C:3]=1[CH2:13][CH2:14][O:15][C:16]1[C:21]2[S:22][CH:23]=[CH:24][C:20]=2[C:19](C=O)=[CH:18][CH:17]=1.[Cl-].[CH2:28]([O:30][CH:31]([P+](C1C=CC=CC=1)(C1C=CC=CC=1)C1C=CC=CC=1)[C:32]([O:34][CH2:35][CH3:36])=[O:33])[CH3:29].[C:56](=O)([O-])[O-].[K+].[K+]. (4) Given the product [CH3:19][C:20]1[CH:28]=[CH:27][CH:26]=[CH:25][C:21]=1[C:22]([NH:18][C:15]1[CH:16]=[CH:17][C:12]([C@H:9]2[CH2:10][CH2:11][CH:7]([N:3]3[CH2:4][CH2:5][CH2:6][C@@H:2]3[CH3:1])[CH2:8]2)=[CH:13][CH:14]=1)=[O:23], predict the reactants needed to synthesize it. The reactants are: [CH3:1][C@H:2]1[CH2:6][CH2:5][CH2:4][N:3]1[CH:7]1[CH2:11][CH2:10][C@H:9]([C:12]2[CH:17]=[CH:16][C:15]([NH2:18])=[CH:14][CH:13]=2)[CH2:8]1.[CH3:19][C:20]1[CH:28]=[CH:27][CH:26]=[CH:25][C:21]=1[C:22](Cl)=[O:23]. (5) Given the product [O:20]1[C:24]2[CH:25]=[CH:26][CH:27]=[CH:28][C:23]=2[C:22]([NH:29][C:30]([N:32]2[CH2:37][CH2:36][N:35]([C:2]3[S:6][N:5]=[C:4]([C:7]4[CH:12]=[CH:11][CH:10]=[CH:9][N:8]=4)[N:3]=3)[CH2:34][CH2:33]2)=[O:31])=[N:21]1, predict the reactants needed to synthesize it. The reactants are: Cl[C:2]1[S:6][N:5]=[C:4]([C:7]2[CH:12]=[CH:11][CH:10]=[CH:9][N:8]=2)[N:3]=1.FC(F)(F)C(O)=O.[O:20]1[C:24]2[CH:25]=[CH:26][CH:27]=[CH:28][C:23]=2[C:22]([NH:29][C:30]([N:32]2[CH2:37][CH2:36][NH:35][CH2:34][CH2:33]2)=[O:31])=[N:21]1.C(N(CC)CC)C.O. (6) Given the product [N+:21]([C:12]1[CH:13]=[C:14]([S:17]([NH2:20])(=[O:19])=[O:18])[CH:15]=[CH:16][C:11]=1[O:7][C:1]1[CH:6]=[CH:5][CH:4]=[CH:3][CH:2]=1)([O-:23])=[O:22], predict the reactants needed to synthesize it. The reactants are: [C:1]1([OH:7])[CH:6]=[CH:5][CH:4]=[CH:3][CH:2]=1.[H-].[Na+].F[C:11]1[CH:16]=[CH:15][C:14]([S:17]([NH2:20])(=[O:19])=[O:18])=[CH:13][C:12]=1[N+:21]([O-:23])=[O:22]. (7) The reactants are: [Cl:1][C:2]1[C:11]([C:12]2[CH2:16][C:15]([O:18][CH3:19])([CH3:17])[O:14][N:13]=2)=[C:10]([S:20]([CH3:23])(=[O:22])=[O:21])[CH:9]=[CH:8][C:3]=1[C:4]([O:6]C)=[O:5].[I-].[Li+]. Given the product [Cl:1][C:2]1[C:11]([C:12]2[CH2:16][C:15]([O:18][CH3:19])([CH3:17])[O:14][N:13]=2)=[C:10]([S:20]([CH3:23])(=[O:21])=[O:22])[CH:9]=[CH:8][C:3]=1[C:4]([OH:6])=[O:5], predict the reactants needed to synthesize it.